This data is from Reaction yield outcomes from USPTO patents with 853,638 reactions. The task is: Predict the reaction yield, written as a fraction of the theoretical maximum amount of product (1.0 means a 100% yield; for example, 0.34 means a 34% yield). The reactants are [C:1]([O:6][CH:7]([O:10][C:11](=[O:27])[CH2:12][CH:13]([CH2:18][NH:19]C(OC(C)(C)C)=O)[CH2:14][CH:15]([CH3:17])[CH3:16])[CH2:8][CH3:9])(=[O:5])[CH:2]([CH3:4])[CH3:3].[C:28]([OH:34])([C:30]([F:33])([F:32])[F:31])=[O:29]. The catalyst is C(Cl)Cl. The product is [OH:34][C:28]([C:30]([F:33])([F:32])[F:31])=[O:29].[C:1]([O:6][CH:7]([O:10][C:11](=[O:27])[CH2:12][CH:13]([CH2:18][NH2:19])[CH2:14][CH:15]([CH3:17])[CH3:16])[CH2:8][CH3:9])(=[O:5])[CH:2]([CH3:4])[CH3:3]. The yield is 0.800.